From a dataset of Catalyst prediction with 721,799 reactions and 888 catalyst types from USPTO. Predict which catalyst facilitates the given reaction. (1) Reactant: FC(F)(F)C(O)=O.[Cl:8][C:9]1[C:14]([CH:15]=[O:16])=[C:13]([NH:17]C(=O)OC(C)(C)C)[CH:12]=[CH:11][N:10]=1.ClCCl. Product: [NH2:17][C:13]1[C:14]([CH:15]=[O:16])=[C:9]([Cl:8])[N:10]=[CH:11][CH:12]=1. The catalyst class is: 237. (2) Reactant: [OH:1][C:2]1[CH:3]=[CH:4][C:5]([CH3:9])=[N+:6]([O-:8])[CH:7]=1.C(=O)([O-])[O-].[K+].[K+].Br[CH2:17][C:18]([O:20][CH3:21])=[O:19]. Product: [CH3:21][O:20][C:18]([CH2:17][O:1][C:2]1[CH:3]=[CH:4][C:5]([CH3:9])=[N+:6]([O-:8])[CH:7]=1)=[O:19]. The catalyst class is: 3.